Dataset: Forward reaction prediction with 1.9M reactions from USPTO patents (1976-2016). Task: Predict the product of the given reaction. (1) Given the reactants [H-].[Na+].[O:3]=[C:4]1[CH2:12][C:11]2[C:6](=[CH:7][CH:8]=[C:9]([C:13]#[N:14])[CH:10]=2)[NH:5]1.Cl[C:16]1[N:21]=[CH:20][C:19]([S:22]([N:25]2[CH2:30][CH2:29][N:28]([CH3:31])[CH2:27][CH2:26]2)(=[O:24])=[O:23])=[CH:18][CH:17]=1, predict the reaction product. The product is: [OH:3][C:4]1[NH:5][C:6]2[C:11]([C:12]=1[C:16]1[CH:17]=[CH:18][C:19]([S:22]([N:25]3[CH2:30][CH2:29][N:28]([CH3:31])[CH2:27][CH2:26]3)(=[O:24])=[O:23])=[CH:20][N:21]=1)=[CH:10][C:9]([C:13]#[N:14])=[CH:8][CH:7]=2. (2) Given the reactants [NH2:1][C@@H:2]([C:5]1[CH:10]=[CH:9][C:8]([Br:11])=[CH:7][N:6]=1)[CH2:3][OH:4].[C:12](O[C:12]([O:14][C:15]([CH3:18])([CH3:17])[CH3:16])=[O:13])([O:14][C:15]([CH3:18])([CH3:17])[CH3:16])=[O:13].C(N(CC)CC)C, predict the reaction product. The product is: [Br:11][C:8]1[CH:9]=[CH:10][C:5]([C@H:2]([NH:1][C:12](=[O:13])[O:14][C:15]([CH3:18])([CH3:17])[CH3:16])[CH2:3][OH:4])=[N:6][CH:7]=1. (3) Given the reactants [Cl:1][C:2]1[CH:27]=[N:26][C:5]2[O:6][C:7]([CH3:25])([CH3:24])[C:8](=[O:23])[N:9]([CH:10]3[CH2:15][CH2:14][N:13](C(OC(C)(C)C)=O)[CH2:12][CH2:11]3)[C:4]=2[CH:3]=1.[F:28][C:29]([F:34])([F:33])[C:30]([OH:32])=[O:31], predict the reaction product. The product is: [F:28][C:29]([F:34])([F:33])[C:30]([OH:32])=[O:31].[Cl:1][C:2]1[CH:27]=[N:26][C:5]2[O:6][C:7]([CH3:24])([CH3:25])[C:8](=[O:23])[N:9]([CH:10]3[CH2:11][CH2:12][NH:13][CH2:14][CH2:15]3)[C:4]=2[CH:3]=1. (4) Given the reactants [CH3:1][N:2]1[C:10]2[C:5](=[CH:6][C:7]([NH2:11])=[CH:8][CH:9]=2)[CH:4]=[CH:3]1.[C:12]([C:16]1[CH:26]=[CH:25][C:19](/[CH:20]=[CH:21]/[C:22](O)=[O:23])=[CH:18][CH:17]=1)([CH3:15])([CH3:14])[CH3:13], predict the reaction product. The product is: [C:12]([C:16]1[CH:17]=[CH:18][C:19](/[CH:20]=[CH:21]/[C:22]([NH:11][C:7]2[CH:6]=[C:5]3[C:10](=[CH:9][CH:8]=2)[N:2]([CH3:1])[CH:3]=[CH:4]3)=[O:23])=[CH:25][CH:26]=1)([CH3:15])([CH3:13])[CH3:14]. (5) Given the reactants [CH2:1]=[CH:2][C:3]1[CH:8]=[CH:7][CH:6]=[CH:5][CH:4]=1.[C:9]([O:13][CH2:14][CH2:15][CH2:16][CH3:17])(=[O:12])[CH:10]=[CH2:11].[OH-].[Na+], predict the reaction product. The product is: [CH2:1]=[CH:2][C:3]1[CH:8]=[CH:7][CH:6]=[CH:5][CH:4]=1.[C:9]([O:13][CH2:14][CH2:15][CH2:16][CH3:17])(=[O:12])[CH:10]=[CH2:11].[C:9]([OH:13])(=[O:12])[CH:10]=[CH2:11]. (6) The product is: [C:37]1([O:33][C:21]([C:18]2[CH:19]=[CH:20][C:15]([C:24]3[CH:29]=[CH:28][C:27]([C:30]([O:14][C:8]4[CH:13]=[CH:12][CH:11]=[CH:10][CH:9]=4)=[O:31])=[CH:26][CH:25]=3)=[CH:16][CH:17]=2)=[O:22])[CH:2]=[CH:1][CH:34]=[CH:35][CH:36]=1. Given the reactants [CH2:1](N(CC)CC)[CH3:2].[C:8]1([OH:14])[CH:13]=[CH:12][CH:11]=[CH:10][CH:9]=1.[C:15]1([C:24]2[CH:29]=[CH:28][C:27]([C:30](Cl)=[O:31])=[CH:26][CH:25]=2)[CH:20]=[CH:19][C:18]([C:21](Cl)=[O:22])=[CH:17][CH:16]=1.[O:33]1[CH2:37][CH2:36][CH2:35][CH2:34]1, predict the reaction product. (7) Given the reactants [CH3:1][O:2][C:3]1[CH:26]=[CH:25][C:6]([C:7]([NH:9][C:10]2[C:11]([NH:16][C:17]([CH:19]3[CH2:24][CH2:23][NH:22][CH2:21][CH2:20]3)=[O:18])=[CH:12][CH:13]=[CH:14][CH:15]=2)=[O:8])=[CH:5][CH:4]=1.[CH3:27][O:28][C:29]1[CH:36]=[CH:35][CH:34]=[CH:33][C:30]=1[CH:31]=O, predict the reaction product. The product is: [CH3:1][O:2][C:3]1[CH:4]=[CH:5][C:6]([C:7]([NH:9][C:10]2[C:11]([NH:16][C:17]([CH:19]3[CH2:20][CH2:21][N:22]([CH2:31][C:30]4[CH:33]=[CH:34][CH:35]=[CH:36][C:29]=4[O:28][CH3:27])[CH2:23][CH2:24]3)=[O:18])=[CH:12][CH:13]=[CH:14][CH:15]=2)=[O:8])=[CH:25][CH:26]=1. (8) Given the reactants [Cl:1][C:2]1[CH:3]=[C:4]([CH2:23][C:24]([O:26][CH3:27])=[O:25])[CH:5]=[CH:6][C:7]=1[O:8][C:9]1[CH:10]=[C:11]2[C:15](=[CH:16][C:17]=1[N+:18]([O-])=O)[C:14](=[O:21])[NH:13][C:12]2=[O:22].O.O.Cl[Sn]Cl.O.C([O-])(O)=O.[Na+], predict the reaction product. The product is: [NH2:18][C:17]1[CH:16]=[C:15]2[C:11]([C:12](=[O:22])[NH:13][C:14]2=[O:21])=[CH:10][C:9]=1[O:8][C:7]1[CH:6]=[CH:5][C:4]([CH2:23][C:24]([O:26][CH3:27])=[O:25])=[CH:3][C:2]=1[Cl:1].